From a dataset of Reaction yield outcomes from USPTO patents with 853,638 reactions. Predict the reaction yield, written as a fraction of the theoretical maximum amount of product (1.0 means a 100% yield; for example, 0.34 means a 34% yield). (1) The reactants are [Na].Cl.[NH2:3][C:4]([NH2:6])=[NH:5].[CH3:7][O:8][CH2:9][CH2:10][CH2:11][O:12][C:13]1[CH:18]=[C:17]([CH2:19][CH2:20][C:21](OCC)=[O:22])[CH:16]=[CH:15][C:14]=1[C:26]1[CH:31]=[CH:30][C:29]([C:32]([N:34]2[CH2:39][CH2:38][N:37]([CH3:40])[CH2:36][CH2:35]2)=[O:33])=[CH:28][CH:27]=1.[Cl:41]CCl.[Cl-].[Na+].O. The catalyst is C(O)C.CN(C=O)C. The product is [ClH:41].[NH2:5][C:4](=[NH:6])[NH:3][C:21](=[O:22])[CH2:20][CH2:19][C:17]1[CH:16]=[CH:15][C:14]([C:26]2[CH:27]=[CH:28][C:29]([C:32]([N:34]3[CH2:35][CH2:36][N:37]([CH3:40])[CH2:38][CH2:39]3)=[O:33])=[CH:30][CH:31]=2)=[C:13]([O:12][CH2:11][CH2:10][CH2:9][O:8][CH3:7])[CH:18]=1. The yield is 0.450. (2) The reactants are [Cl:1][C:2]1[N:7]=[C:6]2[S:8][C:9]([CH2:11][N:12]3C(=O)C4C(=CC=CC=4)C3=O)=[CH:10][C:5]2=[CH:4][CH:3]=1.NN.O. The catalyst is C(O)C. The product is [Cl:1][C:2]1[N:7]=[C:6]2[S:8][C:9]([CH2:11][NH2:12])=[CH:10][C:5]2=[CH:4][CH:3]=1. The yield is 0.990. (3) The reactants are C[O:2][C:3](=[O:25])[CH:4]([C:11]1[CH:16]=[CH:15][C:14]([S:17]([CH3:20])(=[O:19])=[O:18])=[C:13]([C:21]([F:24])([F:23])[F:22])[CH:12]=1)[CH2:5][CH:6]1[CH2:10][CH2:9][CH2:8][CH2:7]1.[OH-].[Li+]. The catalyst is O1CCCC1.O. The product is [CH:6]1([CH2:5][CH:4]([C:11]2[CH:16]=[CH:15][C:14]([S:17]([CH3:20])(=[O:19])=[O:18])=[C:13]([C:21]([F:24])([F:22])[F:23])[CH:12]=2)[C:3]([OH:25])=[O:2])[CH2:10][CH2:9][CH2:8][CH2:7]1. The yield is 0.845. (4) The reactants are C(=O)([O-])[O-].[K+].[K+].[Br:7][C:8]1[CH:27]=[CH:26][C:11]([NH:12][C:13]2[C:22]3[C:17](=[CH:18][C:19]([OH:25])=[C:20]([O:23][CH3:24])[CH:21]=3)[N:16]=[CH:15][N:14]=2)=[C:10]([F:28])[CH:9]=1.[C:29]([O:33][C:34]([N:36]1[CH2:41][CH2:40][CH:39]([CH2:42]OS(C2C=CC(C)=CC=2)(=O)=O)[CH2:38][CH2:37]1)=[O:35])([CH3:32])([CH3:31])[CH3:30].O. The catalyst is CN(C=O)C. The product is [Br:7][C:8]1[CH:27]=[CH:26][C:11]([NH:12][C:13]2[C:22]3[C:17](=[CH:18][C:19]([O:25][CH2:42][CH:39]4[CH2:40][CH2:41][N:36]([C:34]([O:33][C:29]([CH3:30])([CH3:32])[CH3:31])=[O:35])[CH2:37][CH2:38]4)=[C:20]([O:23][CH3:24])[CH:21]=3)[N:16]=[CH:15][N:14]=2)=[C:10]([F:28])[CH:9]=1. The yield is 0.790.